This data is from Peptide-MHC class I binding affinity with 185,985 pairs from IEDB/IMGT. The task is: Regression. Given a peptide amino acid sequence and an MHC pseudo amino acid sequence, predict their binding affinity value. This is MHC class I binding data. (1) The peptide sequence is MEVQLIRQM. The MHC is HLA-B40:01 with pseudo-sequence HLA-B40:01. The binding affinity (normalized) is 0.481. (2) The peptide sequence is FISDNKKEY. The MHC is HLA-A03:01 with pseudo-sequence HLA-A03:01. The binding affinity (normalized) is 0.